From a dataset of Forward reaction prediction with 1.9M reactions from USPTO patents (1976-2016). Predict the product of the given reaction. (1) Given the reactants [Cl:1][C:2]1[CH:3]=[N:4][C:5]2[N:6]([N:8]=[C:9]([C:11]([OH:13])=O)[CH:10]=2)[CH:7]=1.[CH3:14][O:15][C:16]1[CH:25]=[C:24]2[C:19]([CH2:20][CH2:21][NH:22][CH:23]2[CH3:26])=[CH:18][CH:17]=1, predict the reaction product. The product is: [Cl:1][C:2]1[CH:3]=[N:4][C:5]2[N:6]([N:8]=[C:9]([C:11]([N:22]3[CH2:21][CH2:20][C:19]4[C:24](=[CH:25][C:16]([O:15][CH3:14])=[CH:17][CH:18]=4)[CH:23]3[CH3:26])=[O:13])[CH:10]=2)[CH:7]=1. (2) Given the reactants [CH3:1][O:2][CH2:3][O:4][C:5]1[CH:10]=[CH:9][CH:8]=[CH:7][C:6]=1[C:11](=O)[CH3:12].[CH:14]([C:16]1[CH:25]=[CH:24][CH:23]=[CH:22][C:17]=1[C:18]([O:20][CH3:21])=[O:19])=O.[C:26](#[N:30])[CH2:27][C:28]#[N:29].C([O-])(=O)C.[NH4+:35], predict the reaction product. The product is: [NH2:29][C:28]1[C:27]([C:26]#[N:30])=[C:14]([C:16]2[CH:25]=[CH:24][CH:23]=[CH:22][C:17]=2[C:18]([O:20][CH3:21])=[O:19])[CH:12]=[C:11]([C:6]2[CH:7]=[CH:8][CH:9]=[CH:10][C:5]=2[O:4][CH2:3][O:2][CH3:1])[N:35]=1. (3) Given the reactants O1CCCC1.[F:6][C:7]1[CH:35]=[C:34]([N+:36]([O-])=O)[CH:33]=[CH:32][C:8]=1[O:9][C:10]1[N:15]=[CH:14][N:13]=[C:12]([NH:16][C:17]([N:19]2[CH2:24][CH2:23][N:22]([CH2:25][CH2:26][N:27]3[CH2:31][CH2:30][CH2:29][CH2:28]3)[CH2:21][CH2:20]2)=[O:18])[CH:11]=1.[H][H], predict the reaction product. The product is: [NH2:36][C:34]1[CH:33]=[CH:32][C:8]([O:9][C:10]2[N:15]=[CH:14][N:13]=[C:12]([NH:16][C:17]([N:19]3[CH2:24][CH2:23][N:22]([CH2:25][CH2:26][N:27]4[CH2:31][CH2:30][CH2:29][CH2:28]4)[CH2:21][CH2:20]3)=[O:18])[CH:11]=2)=[C:7]([F:6])[CH:35]=1. (4) Given the reactants Cl.[CH3:2][O:3][C:4]1[CH:9]=[CH:8][C:7]([C:10]2[S:14][C:13]([NH:15][C:16]([NH:18][C:19]3[CH:24]=[N:23][CH:22]=[CH:21][N:20]=3)=[O:17])=[C:12]([C:25]([NH:27][C@H:28]3[CH2:34][CH2:33][CH2:32][CH2:31][N:30](C(OC(C)(C)C)=O)[CH2:29]3)=[O:26])[CH:11]=2)=[CH:6][CH:5]=1, predict the reaction product. The product is: [NH:30]1[CH2:31][CH2:32][CH2:33][CH2:34][C@H:28]([NH:27][C:25]([C:12]2[CH:11]=[C:10]([C:7]3[CH:8]=[CH:9][C:4]([O:3][CH3:2])=[CH:5][CH:6]=3)[S:14][C:13]=2[NH:15][C:16]([NH:18][C:19]2[CH:24]=[N:23][CH:22]=[CH:21][N:20]=2)=[O:17])=[O:26])[CH2:29]1. (5) Given the reactants [CH2:1]=[CH:2][CH2:3][CH2:4][CH2:5][CH2:6][CH:7]=[CH2:8].[CH2:9]([O:11][CH:12]([SiH3:16])[O:13][CH2:14][CH3:15])[CH3:10].C([Si]([CH:26]=[CH2:27])(C)O[Si](C)(C)C)=C, predict the reaction product. The product is: [CH2:9]([O:11][CH:12]([SiH2:16][CH2:1][CH2:2][CH2:3][CH2:4][CH2:5][CH2:6][CH2:7][CH2:8][SiH2:16][CH:12]([O:13][CH2:26][CH3:27])[O:11][CH2:9][CH3:10])[O:13][CH2:14][CH3:15])[CH3:10]. (6) Given the reactants [C:1]12([NH2:11])[CH2:10][CH:5]3[CH2:6][CH:7]([CH2:9][CH:3]([CH2:4]3)[CH2:2]1)[CH2:8]2.[N:12]1[CH:17]=[CH:16][C:15]([CH:18]=O)=[CH:14][CH:13]=1, predict the reaction product. The product is: [C:1]12([NH:11][CH2:18][C:15]3[CH:16]=[CH:17][N:12]=[CH:13][CH:14]=3)[CH2:8][CH:7]3[CH2:6][CH:5]([CH2:4][CH:3]([CH2:9]3)[CH2:2]1)[CH2:10]2. (7) Given the reactants [O:1]1[C:5]2[CH:6]=[CH:7][C:8]([C:10]([CH2:29][CH3:30])=[C:11]([C:22]3[CH:27]=[CH:26][C:25]([OH:28])=[CH:24][CH:23]=3)[C:12]3[CH:17]=[CH:16][C:15]([O:18][CH2:19][CH2:20]Cl)=[CH:14][CH:13]=3)=[CH:9][C:4]=2[CH:3]=[CH:2]1.[CH3:31][NH2:32], predict the reaction product. The product is: [O:1]1[C:5]2[CH:6]=[CH:7][C:8]([C:10]([CH2:29][CH3:30])=[C:11]([C:22]3[CH:27]=[CH:26][C:25]([OH:28])=[CH:24][CH:23]=3)[C:12]3[CH:17]=[CH:16][C:15]([O:18][CH2:19][CH2:20][NH:32][CH3:31])=[CH:14][CH:13]=3)=[CH:9][C:4]=2[CH:3]=[CH:2]1. (8) Given the reactants CCN(CC)CC.[C:8]([O:12][C:13]([N:15]1[CH2:20][CH2:19][CH:18]([CH2:21][NH2:22])[CH2:17][CH2:16]1)=[O:14])([CH3:11])([CH3:10])[CH3:9].[C:23](Cl)(=[O:25])[CH3:24].O, predict the reaction product. The product is: [C:8]([O:12][C:13]([N:15]1[CH2:20][CH2:19][CH:18]([CH2:21][NH:22][C:23](=[O:25])[CH3:24])[CH2:17][CH2:16]1)=[O:14])([CH3:11])([CH3:10])[CH3:9]. (9) The product is: [S:35]1[C:31]([C:2]2[C:3]([NH2:22])=[N:4][CH:5]=[C:6]([C:8]3[CH:13]=[CH:12][C:11]([O:14][Si:15]([C:18]([CH3:21])([CH3:20])[CH3:19])([CH3:17])[CH3:16])=[CH:10][CH:9]=3)[N:7]=2)=[CH:32][CH:33]=[C:34]1[C:36]1[S:37][CH:38]=[CH:39][CH:40]=1. Given the reactants Br[C:2]1[C:3]([NH2:22])=[N:4][CH:5]=[C:6]([C:8]2[CH:13]=[CH:12][C:11]([O:14][Si:15]([C:18]([CH3:21])([CH3:20])[CH3:19])([CH3:17])[CH3:16])=[CH:10][CH:9]=2)[N:7]=1.CC1(C)C(C)(C)OB([C:31]2[S:35][C:34]([C:36]3[S:37][CH:38]=[CH:39][CH:40]=3)=[CH:33][CH:32]=2)O1.C([O-])([O-])=O.[Na+].[Na+].O, predict the reaction product.